Dataset: Retrosynthesis with 50K atom-mapped reactions and 10 reaction types from USPTO. Task: Predict the reactants needed to synthesize the given product. (1) The reactants are: CC(=O)OC(C)=O.COCCNCc1ccc(-c2cc3nccc(Oc4ccc(NC(=O)NC5CC5)c(F)c4F)c3s2)nc1. Given the product COCCN(Cc1ccc(-c2cc3nccc(Oc4ccc(NC(=O)NC5CC5)c(F)c4F)c3s2)nc1)C(C)=O, predict the reactants needed to synthesize it. (2) Given the product CCOC(=O)c1sc(-n2ccc(OC)cc2=O)nc1C, predict the reactants needed to synthesize it. The reactants are: CCOC(=O)c1sc(-n2ccc(O)cc2=O)nc1C.CI. (3) Given the product [N-]=[N+]=NCCC(O)C(F)(F)F, predict the reactants needed to synthesize it. The reactants are: OC(CCI)C(F)(F)F.[N-]=[N+]=[N-]. (4) Given the product COc1cnc(Cl)nc1NN, predict the reactants needed to synthesize it. The reactants are: COc1cnc(Cl)nc1Cl.NN. (5) Given the product N#Cc1ccc(NC(=O)N2CCN(c3nc(-c4ccccc4)ns3)CC2)cn1, predict the reactants needed to synthesize it. The reactants are: N#Cc1ccc(NC(=O)OCC(Cl)(Cl)Cl)cn1.c1ccc(-c2nsc(N3CCNCC3)n2)cc1.